From a dataset of Full USPTO retrosynthesis dataset with 1.9M reactions from patents (1976-2016). Predict the reactants needed to synthesize the given product. (1) Given the product [Cl:1][C:2]1[CH:3]=[N:4][C:5]2[C:10]([C:11]=1[O:12][S:25]([C:24]([F:37])([F:36])[F:23])(=[O:27])=[O:26])=[CH:9][C:8]([O:13][CH3:14])=[CH:7][CH:6]=2, predict the reactants needed to synthesize it. The reactants are: [Cl:1][C:2]1[CH:3]=[N:4][C:5]2[C:10]([C:11]=1[OH:12])=[CH:9][C:8]([O:13][CH3:14])=[CH:7][CH:6]=2.N1C(C)=CC=CC=1C.[F:23][C:24]([F:37])([F:36])[S:25](O[S:25]([C:24]([F:37])([F:36])[F:23])(=[O:27])=[O:26])(=[O:27])=[O:26]. (2) Given the product [O:29]1[CH:28]=[CH:27][CH:26]=[C:25]1[CH2:24][N:2]1[C:3]([C:10]2[CH:20]=[CH:19][C:13]([C:14]([O:16][CH3:17])=[O:15])=[CH:12][CH:11]=2)=[C:4]2[C:9]([CH:8]=[CH:7][CH:6]=[CH:5]2)=[N:1]1, predict the reactants needed to synthesize it. The reactants are: [NH:1]1[C:9]2[C:4](=[CH:5][CH:6]=[CH:7][CH:8]=2)[C:3]([C:10]2[CH:20]=[CH:19][C:13]([C:14]([O:16][CH2:17]C)=[O:15])=[CH:12][CH:11]=2)=[N:2]1.CO[Na].[CH2:24](Cl)[C:25]1[O:29][CH:28]=[CH:27][CH:26]=1. (3) Given the product [CH2:10]([NH:12][P:1](=[O:2])([O:6][CH2:7][CH3:8])[O:3][CH2:4][CH3:5])[CH3:11], predict the reactants needed to synthesize it. The reactants are: [P:1](Cl)([O:6][CH2:7][CH3:8])([O:3][CH2:4][CH3:5])=[O:2].[CH2:10]([NH2:12])[CH3:11]. (4) Given the product [Br:1][C:2]1[CH:3]=[C:4]([N+:11]([O-:13])=[O:12])[CH:5]=[C:6]2[C:10]=1[NH:9][CH:8]=[CH:7]2, predict the reactants needed to synthesize it. The reactants are: [Br:1][C:2]1[CH:3]=[C:4]([N+:11]([O-:13])=[O:12])[CH:5]=[C:6]2[C:10]=1[NH:9][CH2:8][CH2:7]2.ClC1C(=O)C(C#N)=C(C#N)C(=O)C=1Cl. (5) The reactants are: [Cl:1][C:2]1[CH:7]=[CH:6][C:5]([N:8]2[CH2:13][CH2:12][NH:11][CH2:10][CH2:9]2)=[CH:4][C:3]=1[O:14][C:15]([F:18])([F:17])[F:16].[NH2:19][C:20]1[N:25]=[CH:24][N:23]=[C:22]2[N:26]([CH2:34][C:35](O)=[O:36])[N:27]=[C:28]([C:29]3[NH:30][CH:31]=[CH:32][N:33]=3)[C:21]=12.CN(C(ON1N=NC2C=CC=NC1=2)=[N+](C)C)C.F[P-](F)(F)(F)(F)F.C(N(CC)C(C)C)(C)C. Given the product [NH2:19][C:20]1[N:25]=[CH:24][N:23]=[C:22]2[N:26]([CH2:34][C:35]([N:11]3[CH2:12][CH2:13][N:8]([C:5]4[CH:6]=[CH:7][C:2]([Cl:1])=[C:3]([O:14][C:15]([F:18])([F:16])[F:17])[CH:4]=4)[CH2:9][CH2:10]3)=[O:36])[N:27]=[C:28]([C:29]3[NH:33][CH:32]=[CH:31][N:30]=3)[C:21]=12, predict the reactants needed to synthesize it. (6) Given the product [CH3:20][C:15]1([CH3:21])[C:16]([CH3:19])([CH3:18])[O:17][B:13]([C:2]2[CH:3]=[CH:4][C:5]([N:8]3[CH:12]=[N:11][N:10]=[N:9]3)=[N:6][CH:7]=2)[O:14]1, predict the reactants needed to synthesize it. The reactants are: Br[C:2]1[CH:3]=[CH:4][C:5]([N:8]2[CH:12]=[N:11][N:10]=[N:9]2)=[N:6][CH:7]=1.[B:13]1([B:13]2[O:17][C:16]([CH3:19])([CH3:18])[C:15]([CH3:21])([CH3:20])[O:14]2)[O:17][C:16]([CH3:19])([CH3:18])[C:15]([CH3:21])([CH3:20])[O:14]1.CC([O-])=O.[K+]. (7) Given the product [CH3:15][N:16]([CH2:52][C@H:53]([OH:54])[C@@H:64]([OH:65])[C@H:62]([OH:63])[C@H:60]([OH:61])[CH2:58][OH:59])[C:17]([C:19]1[N:28]2[C:22]([CH2:23][N:24]([C:33]([C:35]3[CH:40]=[CH:39][C:38]([C:41]4[CH:46]=[CH:45][CH:44]=[CH:43][C:42]=4[C:47]([F:48])([F:50])[F:49])=[C:37]([CH3:51])[CH:36]=3)=[O:34])[C:25]3[CH:32]=[CH:31][CH:30]=[CH:29][C:26]=3[CH2:27]2)=[CH:21][CH:20]=1)=[O:18], predict the reactants needed to synthesize it. The reactants are: C1(C2C=CC=CC=2)C=CC=CC=1.OC[CH2:15][N:16]([CH2:52][CH2:53][OH:54])[C:17]([C:19]1[N:28]2[C:22]([CH2:23][N:24]([C:33]([C:35]3[CH:40]=[CH:39][C:38]([C:41]4[CH:46]=[CH:45][CH:44]=[CH:43][C:42]=4[C:47]([F:50])([F:49])[F:48])=[C:37]([CH3:51])[CH:36]=3)=[O:34])[C:25]3[CH:32]=[CH:31][CH:30]=[CH:29][C:26]=3[CH2:27]2)=[CH:21][CH:20]=1)=[O:18].CNC[C@@H:58]([C@H:60]([C@@H:62]([C@@H:64](CO)[OH:65])[OH:63])[OH:61])[OH:59].ON1C2C=CC=CC=2N=N1.Cl.CN(C)CCCN=C=NCC.C(N(CC)C(C)C)(C)C. (8) Given the product [CH2:1]([O:8][C:9]([C@H:11]1[CH2:16][CH2:15][NH:14][CH2:13][C@H:12]1[C:24]([O:26][CH3:27])=[O:25])=[O:10])[C:2]1[CH:7]=[CH:6][CH:5]=[CH:4][CH:3]=1, predict the reactants needed to synthesize it. The reactants are: [CH2:1]([O:8][C:9]([C@H:11]1[CH2:16][CH2:15][N:14](C(OC(C)(C)C)=O)[CH2:13][C@H:12]1[C:24]([O:26][CH3:27])=[O:25])=[O:10])[C:2]1[CH:7]=[CH:6][CH:5]=[CH:4][CH:3]=1.C(O)(C(F)(F)F)=O. (9) Given the product [CH2:17]([N:18]1[CH2:23][CH2:22][CH:24]([NH:25][C:4]2[C:5]([C:6]([NH:1][C:2]3[CH:11]=[CH:10][C:5]([C:6]([O:8][CH3:9])=[O:7])=[CH:4][N:3]=3)=[O:7])=[CH:10][CH:11]=[CH:2][N:3]=2)[CH2:20][CH2:19]1)[C:16]1[CH:26]=[CH:27][CH:13]=[CH:14][CH:15]=1, predict the reactants needed to synthesize it. The reactants are: [NH2:1][C:2]1[CH:11]=[CH:10][C:5]([C:6]([O:8][CH3:9])=[O:7])=[CH:4][N:3]=1.F[C:13]1[CH:27]=[CH:26][C:16]([CH2:17][N:18]2[CH2:23][CH2:22]O[CH:20]([CH2:24][NH2:25])[CH2:19]2)=[CH:15][CH:14]=1. (10) Given the product [CH3:19][O:20][CH2:21][CH2:22][N:23]([CH3:31])[C:24]1[N:25]=[CH:26][C:27]([NH:30][C:12]([C:10]2[C:9]([C:15]([F:18])([F:17])[F:16])=[N:8][N:7]([C:1]3[CH:2]=[CH:3][CH:4]=[CH:5][CH:6]=3)[CH:11]=2)=[O:14])=[CH:28][CH:29]=1, predict the reactants needed to synthesize it. The reactants are: [C:1]1([N:7]2[CH:11]=[C:10]([C:12]([OH:14])=O)[C:9]([C:15]([F:18])([F:17])[F:16])=[N:8]2)[CH:6]=[CH:5][CH:4]=[CH:3][CH:2]=1.[CH3:19][O:20][CH2:21][CH2:22][N:23]([CH3:31])[C:24]1[CH:29]=[CH:28][C:27]([NH2:30])=[CH:26][N:25]=1.